From a dataset of Reaction yield outcomes from USPTO patents with 853,638 reactions. Predict the reaction yield, written as a fraction of the theoretical maximum amount of product (1.0 means a 100% yield; for example, 0.34 means a 34% yield). (1) The reactants are [CH3:1][O:2][C:3]1[CH:4]=[C:5]([CH:12]([C:14]2[CH:19]=[C:18]([O:20][CH3:21])[CH:17]=[C:16]([O:22][CH3:23])[CH:15]=2)[OH:13])[CH:6]=[CH:7][C:8]=1[N+:9]([O-:11])=[O:10]. The catalyst is C(Cl)Cl.O=[Mn]=O. The product is [CH3:1][O:2][C:3]1[CH:4]=[C:5]([C:12]([C:14]2[CH:19]=[C:18]([O:20][CH3:21])[CH:17]=[C:16]([O:22][CH3:23])[CH:15]=2)=[O:13])[CH:6]=[CH:7][C:8]=1[N+:9]([O-:11])=[O:10]. The yield is 0.940. (2) The reactants are [Cl:1][C:2]1[CH:7]=[CH:6][C:5]([C:8]2[C:12]3[CH:13]=[CH:14][C:15]([C:17]#[C:18][CH2:19][N:20]([CH2:24][CH3:25])[CH2:21][CH2:22][OH:23])=[CH:16][C:11]=3[S:10][N:9]=2)=[CH:4][CH:3]=1.[CH3:26][C:27](O)=[O:28]. The catalyst is CO.[Pd]. The product is [C:27]([O:23][CH2:22][CH2:21][N:20]([CH2:19]/[CH:18]=[CH:17]\[C:15]1[CH:14]=[CH:13][C:12]2[C:8]([C:5]3[CH:4]=[CH:3][C:2]([Cl:1])=[CH:7][CH:6]=3)=[N:9][S:10][C:11]=2[CH:16]=1)[CH2:24][CH3:25])(=[O:28])[CH3:26]. The yield is 0.660. (3) The reactants are [NH:1]1[CH:5]=[N:4][CH:3]=[N:2]1.C(=O)([O-])[O-].[K+].[K+].[NH2:12][C:13]1[CH:14]=[CH:15][C:16](F)=[C:17]([CH:20]=1)[C:18]#[N:19].O. The catalyst is CN1C(=O)CCC1. The product is [NH2:12][C:13]1[CH:14]=[CH:15][C:16]([N:1]2[CH:5]=[N:4][CH:3]=[N:2]2)=[C:17]([CH:20]=1)[C:18]#[N:19]. The yield is 0.530. (4) The reactants are [CH2:1]([O:8][C:9](=[O:23])[C@H:10]([CH2:12][C:13]([O:15][CH2:16][C:17]1[CH:22]=[CH:21][CH:20]=[CH:19][CH:18]=1)=[O:14])[NH2:11])[C:2]1[CH:7]=[CH:6][CH:5]=[CH:4][CH:3]=1.[CH:24](=O)[C:25]1[CH:30]=[CH:29][CH:28]=[CH:27][CH:26]=1.C(O)(=O)C.C([BH3-])#N.[Na+]. The catalyst is CO. The product is [CH2:24]([NH:11][C@H:10]([C:9]([O:8][CH2:1][C:2]1[CH:3]=[CH:4][CH:5]=[CH:6][CH:7]=1)=[O:23])[CH2:12][C:13]([O:15][CH2:16][C:17]1[CH:18]=[CH:19][CH:20]=[CH:21][CH:22]=1)=[O:14])[C:25]1[CH:30]=[CH:29][CH:28]=[CH:27][CH:26]=1. The yield is 0.980. (5) The reactants are CS([CH2:5][CH2:6][C:7]1[CH:15]=[C:14]2[C:10]([CH:11]=[CH:12][NH:13]2)=[CH:9][CH:8]=1)(=O)=O.[CH2:16]([NH:18][CH2:19][CH3:20])[CH3:17]. The catalyst is C1COCC1. The product is [CH2:16]([N:18]([CH2:19][CH3:20])[CH2:5][CH2:6][C:7]1[CH:15]=[C:14]2[C:10]([CH:11]=[CH:12][NH:13]2)=[CH:9][CH:8]=1)[CH3:17]. The yield is 0.430. (6) The yield is 0.850. The catalyst is O1CCCC1. The product is [C:1]([O:5][C:6]([N:8]1[CH2:13][CH2:12][CH:11]([CH:14]=[O:19])[CH2:10][CH2:9]1)=[O:7])([CH3:4])([CH3:3])[CH3:2]. The reactants are [C:1]([O:5][C:6]([N:8]1[CH2:13][CH2:12][CH:11]([C:14](=[O:19])N(OC)C)[CH2:10][CH2:9]1)=[O:7])([CH3:4])([CH3:3])[CH3:2]. (7) The reactants are [NH2:1][C:2]1[CH:11]=[CH:10][C:5]([C:6]([O:8][CH3:9])=[O:7])=[C:4]([CH3:12])[CH:3]=1.[N:13]([O-])=O.[Na+].O.O.[Sn](Cl)Cl. The catalyst is O.Cl. The product is [NH:1]([C:2]1[CH:11]=[CH:10][C:5]([C:6]([O:8][CH3:9])=[O:7])=[C:4]([CH3:12])[CH:3]=1)[NH2:13]. The yield is 0.700. (8) The reactants are [CH2:1]([C:3]1[C:11]([CH3:12])=[C:10]2[C:6]([C:7](=[O:13])[O:8][CH2:9]2)=[C:5]([O:14][CH2:15][CH2:16][Si:17]([CH3:20])([CH3:19])[CH3:18])[C:4]=1CC=O)[CH3:2].C1(P(C2C=CC=CC=2)(C2C=CC=CC=2)=C(CC)C=[O:33])C=CC=CC=1.[C:48]1([CH3:54])[CH:53]=[CH:52]C=[CH:50][CH:49]=1. No catalyst specified. The product is [CH2:49]([C:48](=[CH:53][CH2:52][C:4]1[C:5]([O:14][CH2:15][CH2:16][Si:17]([CH3:18])([CH3:20])[CH3:19])=[C:6]2[C:10](=[C:11]([CH3:12])[C:3]=1[CH2:1][CH3:2])[CH2:9][O:8][C:7]2=[O:13])[CH:54]=[O:33])[CH3:50]. The yield is 0.480. (9) The reactants are [CH3:1][C:2]([CH3:9])([CH3:8])[C:3](=O)[CH2:4][C:5]#[N:6].Cl.[C:11]([C:13]1[CH:18]=[CH:17][C:16]([NH:19][NH2:20])=[CH:15][CH:14]=1)#[N:12]. The catalyst is CCO. The product is [NH2:6][C:5]1[N:19]([C:16]2[CH:17]=[CH:18][C:13]([C:11]#[N:12])=[CH:14][CH:15]=2)[N:20]=[C:3]([C:2]([CH3:9])([CH3:8])[CH3:1])[CH:4]=1. The yield is 0.180. (10) The reactants are C(OC([C@H:8]1[NH:13][C:12]([CH3:18])([C:14]([NH:16][NH2:17])=[O:15])[CH2:11][C:10](=[O:19])[N:9]1[CH3:20])=O)(C)(C)C.[Cl:21][C:22]1[CH:23]=[C:24]([N:28]=[C:29]=O)[CH:25]=[CH:26][CH:27]=1.S(Cl)(C1C=CC(C)=CC=1)(=O)=O.CC[N:44](CC)CC. The catalyst is C(Cl)Cl.CN(C1C=CN=CC=1)C. The product is [Cl:21][C:22]1[CH:23]=[C:24]([NH:28][C:29]2[O:15][C:14]([C@@:12]3([CH3:18])[NH:13][C:8](=[NH:44])[N:9]([CH3:20])[C:10](=[O:19])[CH2:11]3)=[N:16][N:17]=2)[CH:25]=[CH:26][CH:27]=1. The yield is 0.100.